Task: Regression. Given a peptide amino acid sequence and an MHC pseudo amino acid sequence, predict their binding affinity value. This is MHC class I binding data.. Dataset: Peptide-MHC class I binding affinity with 185,985 pairs from IEDB/IMGT (1) The peptide sequence is LAPVPKTPL. The MHC is H-2-Kb with pseudo-sequence H-2-Kb. The binding affinity (normalized) is 0.310. (2) The peptide sequence is AEHFENQVL. The MHC is HLA-B40:01 with pseudo-sequence HLA-B40:01. The binding affinity (normalized) is 0.779. (3) The peptide sequence is ELQENITAH. The MHC is HLA-B39:01 with pseudo-sequence HLA-B39:01. The binding affinity (normalized) is 0.0847. (4) The peptide sequence is SLYDEHIKK. The MHC is HLA-A11:01 with pseudo-sequence HLA-A11:01. The binding affinity (normalized) is 0.801. (5) The peptide sequence is TAIANQAAIL. The MHC is HLA-B08:01 with pseudo-sequence HLA-B08:01. The binding affinity (normalized) is 0.441. (6) The peptide sequence is GSFRKICGF. The MHC is HLA-B58:01 with pseudo-sequence HLA-B58:01. The binding affinity (normalized) is 0.489. (7) The peptide sequence is FSFEIALLK. The MHC is HLA-A68:02 with pseudo-sequence HLA-A68:02. The binding affinity (normalized) is 0.315. (8) The peptide sequence is SLVITYCLV. The MHC is HLA-A11:01 with pseudo-sequence HLA-A11:01. The binding affinity (normalized) is 0. (9) The peptide sequence is QGDDYVYLPY. The MHC is HLA-A01:01 with pseudo-sequence HLA-A01:01. The binding affinity (normalized) is 0.495. (10) The peptide sequence is AQRWANQIR. The MHC is HLA-A30:01 with pseudo-sequence HLA-A30:01. The binding affinity (normalized) is 0.348.